This data is from Forward reaction prediction with 1.9M reactions from USPTO patents (1976-2016). The task is: Predict the product of the given reaction. (1) Given the reactants ClC1C=CC(C([NH:10][C:11]2[O:12][C@H:13]([C:35]([F:38])([F:37])[F:36])[CH2:14][C@:15]([C:18]3[CH:23]=[C:22]([NH:24][C:25](=[O:33])[C:26]4[CH:31]=[CH:30][C:29]([Cl:32])=[CH:28][N:27]=4)[CH:21]=[CH:20][C:19]=3[F:34])([CH3:17])[N:16]=2)=O)=NC=1, predict the reaction product. The product is: [NH2:10][C:11]1[O:12][C@H:13]([C:35]([F:36])([F:38])[F:37])[CH2:14][C@:15]([C:18]2[CH:23]=[C:22]([NH:24][C:25](=[O:33])[C:26]3[CH:31]=[CH:30][C:29]([Cl:32])=[CH:28][N:27]=3)[CH:21]=[CH:20][C:19]=2[F:34])([CH3:17])[N:16]=1. (2) Given the reactants [OH:1][C:2]1[CH:20]=[CH:19][C:5]2[NH:6][C:7](=[N:9][C:10](=[O:18])[C:11]3[CH:16]=[CH:15][C:14]([CH3:17])=[CH:13][CH:12]=3)[S:8][C:4]=2[CH:3]=1.N1C=CN=C1.[Si:26](Cl)([C:29]([CH3:32])([CH3:31])[CH3:30])([CH3:28])[CH3:27], predict the reaction product. The product is: [Si:26]([O:1][C:2]1[CH:20]=[CH:19][C:5]2[NH:6][C:7](=[N:9][C:10](=[O:18])[C:11]3[CH:16]=[CH:15][C:14]([CH3:17])=[CH:13][CH:12]=3)[S:8][C:4]=2[CH:3]=1)([C:29]([CH3:32])([CH3:31])[CH3:30])([CH3:28])[CH3:27].